This data is from Forward reaction prediction with 1.9M reactions from USPTO patents (1976-2016). The task is: Predict the product of the given reaction. The product is: [Br:33][C:30]1[S:29][C:28]([NH:27][C:18]([NH:17][C:14]2[CH:13]=[C:12]([C:8]([CH3:9])([CH3:10])[CH3:11])[O:16][N:15]=2)=[O:26])=[N:32][CH:31]=1. Given the reactants C(N(CC)CC)C.[C:8]([C:12]1[O:16][N:15]=[C:14]([NH:17][C:18](=[O:26])OC2C=CC=CC=2)[CH:13]=1)([CH3:11])([CH3:10])[CH3:9].[NH2:27][C:28]1[S:29][C:30]([Br:33])=[CH:31][N:32]=1, predict the reaction product.